Dataset: Reaction yield outcomes from USPTO patents with 853,638 reactions. Task: Predict the reaction yield, written as a fraction of the theoretical maximum amount of product (1.0 means a 100% yield; for example, 0.34 means a 34% yield). The reactants are [Br:1][C:2]1[C:7]([O:8][C:9]([F:12])([F:11])[F:10])=[CH:6][C:5]([NH2:13])=[C:4]([Cl:14])[CH:3]=1.C1N=CN([C:20](N2C=NC=C2)=[O:21])C=1.[C:27]([O:31][C:32]([N:34]1[CH2:39][CH2:38][N:37]([CH:40]2[CH2:45][CH2:44][NH:43][CH2:42][CH2:41]2)[C@@H:36]([CH3:46])[CH2:35]1)=[O:33])([CH3:30])([CH3:29])[CH3:28]. The catalyst is C(Cl)Cl. The product is [C:27]([O:31][C:32]([N:34]1[CH2:39][CH2:38][N:37]([CH:40]2[CH2:45][CH2:44][N:43]([C:20](=[O:21])[NH:13][C:5]3[CH:6]=[C:7]([O:8][C:9]([F:11])([F:12])[F:10])[C:2]([Br:1])=[CH:3][C:4]=3[Cl:14])[CH2:42][CH2:41]2)[C@@H:36]([CH3:46])[CH2:35]1)=[O:33])([CH3:30])([CH3:28])[CH3:29]. The yield is 0.170.